Dataset: Forward reaction prediction with 1.9M reactions from USPTO patents (1976-2016). Task: Predict the product of the given reaction. (1) Given the reactants [CH3:1][C:2]1[CH:3]=[CH:4][C:5]([N:8]([CH:16]2[CH2:21][CH2:20][N:19]([CH2:22][CH2:23][C:24]3([CH2:30][CH2:31][C:32](C(OCC)=O)([C:38]([O:40]CC)=[O:39])[C:33]([O:35]CC)=[O:34])[CH2:29][CH2:28][CH2:27][CH2:26][CH2:25]3)[CH2:18][CH2:17]2)[C:9]([C:11]2[O:12][CH:13]=[CH:14][CH:15]=2)=[O:10])=[N:6][CH:7]=1.[OH-].[Li+], predict the reaction product. The product is: [CH3:1][C:2]1[CH:3]=[CH:4][C:5]([N:8]([CH:16]2[CH2:21][CH2:20][N:19]([CH2:22][CH2:23][C:24]3([CH2:30][CH2:31][CH:32]([C:33]([OH:35])=[O:34])[C:38]([OH:40])=[O:39])[CH2:29][CH2:28][CH2:27][CH2:26][CH2:25]3)[CH2:18][CH2:17]2)[C:9]([C:11]2[O:12][CH:13]=[CH:14][CH:15]=2)=[O:10])=[N:6][CH:7]=1. (2) Given the reactants [H-].[Na+].[C:3]([O:6][CH2:7][C:8]1[CH:9]=[C:10]([CH3:24])[CH:11]=[C:12]2[C:17]=1[N:16]=[CH:15][C:14]([C:18]([O:20][CH2:21][CH3:22])=[O:19])=[C:13]2[OH:23])(=[O:5])[CH3:4].Cl[C:26]([O:28][CH2:29][CH:30]([CH3:32])[CH3:31])=[O:27].C(O)(=O)C, predict the reaction product. The product is: [C:3]([O:6][CH2:7][C:8]1[CH:9]=[C:10]([CH3:24])[CH:11]=[C:12]2[C:17]=1[N:16]([C:26]([O:28][CH2:29][CH:30]([CH3:32])[CH3:31])=[O:27])[CH:15]=[C:14]([C:18]([O:20][CH2:21][CH3:22])=[O:19])[C:13]2=[O:23])(=[O:5])[CH3:4]. (3) Given the reactants C[O:2][C:3]([C:5]1[NH:6][C:7]2[C:12]([C:13]=1[CH2:14][NH:15][C:16](=[O:24])[C:17]1[CH:22]=[CH:21][C:20]([CH3:23])=[CH:19][CH:18]=1)=[CH:11][CH:10]=[CH:9][CH:8]=2)=[O:4].Br[CH2:26][C:27]1[C:36]2[C:31](=[CH:32][CH:33]=[CH:34][CH:35]=2)[CH:30]=[CH:29][CH:28]=1, predict the reaction product. The product is: [CH3:23][C:20]1[CH:19]=[CH:18][C:17]([C:16]([NH:15][CH2:14][C:13]2[C:12]3[C:7](=[CH:8][CH:9]=[CH:10][CH:11]=3)[N:6]([CH2:26][C:27]3[C:36]4[C:31](=[CH:32][CH:33]=[CH:34][CH:35]=4)[CH:30]=[CH:29][CH:28]=3)[C:5]=2[C:3]([OH:2])=[O:4])=[O:24])=[CH:22][CH:21]=1.